Dataset: Forward reaction prediction with 1.9M reactions from USPTO patents (1976-2016). Task: Predict the product of the given reaction. (1) Given the reactants S(Cl)([Cl:4])(=O)=O.[C:6]([O:10][C:11](=[O:24])[NH:12][C:13]1[CH:18]=[C:17]([O:19][CH3:20])[CH:16]=[C:15]([O:21][CH3:22])[C:14]=1[CH3:23])([CH3:9])([CH3:8])[CH3:7].C([O-])(O)=O.[Na+].CCOC(C)=O, predict the reaction product. The product is: [C:6]([O:10][C:11](=[O:24])[NH:12][C:13]1[C:14]([CH3:23])=[C:15]([O:21][CH3:22])[CH:16]=[C:17]([O:19][CH3:20])[C:18]=1[Cl:4])([CH3:9])([CH3:8])[CH3:7]. (2) Given the reactants [Cl:1][C:2]1[CH:24]=[CH:23][C:5]([CH:6]([O:14][C@@H:15]2[CH2:19][CH2:18][N:17]([C:20](Cl)=[O:21])[CH2:16]2)[C:7]2[CH:12]=[CH:11][C:10]([Cl:13])=[CH:9][CH:8]=2)=[CH:4][CH:3]=1.[NH:25]1[CH2:30][CH2:29][CH2:28][CH2:27][CH2:26]1.C(N(CC)CC)C, predict the reaction product. The product is: [N:25]1([C:20]([N:17]2[CH2:18][CH2:19][C@@H:15]([O:14][CH:6]([C:5]3[CH:4]=[CH:3][C:2]([Cl:1])=[CH:24][CH:23]=3)[C:7]3[CH:12]=[CH:11][C:10]([Cl:13])=[CH:9][CH:8]=3)[CH2:16]2)=[O:21])[CH2:30][CH2:29][CH2:28][CH2:27][CH2:26]1. (3) Given the reactants [O:1]=[S:2]1(=[O:28])[C:7]2[CH:8]=[CH:9][CH:10]=[CH:11][C:6]=2[NH:5][C:4]([C:12]2[C:17](=[O:18])[N:16]([N:19]=[CH:20][CH:21]([CH3:23])C)[C:15]3[CH:24]=[CH:25][S:26][C:14]=3[C:13]=2[OH:27])=[N:3]1.CO.[BH4-].[Li+].Cl, predict the reaction product. The product is: [O:1]=[S:2]1(=[O:28])[C:7]2[CH:8]=[CH:9][CH:10]=[CH:11][C:6]=2[NH:5][C:4]([C:12]2[C:17](=[O:18])[N:16]([NH:19][CH2:20][C:21]3[CH:23]=[CH:13][CH:12]=[CH:4][N:3]=3)[C:15]3[CH:24]=[CH:25][S:26][C:14]=3[C:13]=2[OH:27])=[N:3]1. (4) Given the reactants C([N:8]1[CH2:13][C@@H:12]2[CH2:14][CH:9]1[CH2:10][N:11]2[C:15](=[O:43])[CH2:16][NH:17][C:18](=[O:42])[C:19]1[CH:24]=[CH:23][C:22]([S:25](=[O:41])(=[O:40])[NH:26][C:27]2[CH:32]=[CH:31][CH:30]=[CH:29][C:28]=2[O:33][C:34]2[CH:39]=[CH:38][CH:37]=[CH:36][CH:35]=2)=[CH:21][CH:20]=1)C1C=CC=CC=1, predict the reaction product. The product is: [C@H:12]12[CH2:14][CH:9]([NH:8][CH2:13]1)[CH2:10][N:11]2[C:15](=[O:43])[CH2:16][NH:17][C:18](=[O:42])[C:19]1[CH:20]=[CH:21][C:22]([S:25](=[O:40])(=[O:41])[NH:26][C:27]2[CH:32]=[CH:31][CH:30]=[CH:29][C:28]=2[O:33][C:34]2[CH:35]=[CH:36][CH:37]=[CH:38][CH:39]=2)=[CH:23][CH:24]=1. (5) Given the reactants [Cl:1][C:2]1[CH:22]=[CH:21][C:5]([CH2:6][NH:7][C:8]([C:10]2[C:11]([OH:20])=[C:12]3[CH:18]=[C:17](I)[S:16][C:13]3=[N:14][CH:15]=2)=[O:9])=[CH:4][CH:3]=1.C(N(CC)CC)C.[CH3:30][OH:31].C1C=CC(P(C2C=CC=CC=2)CCCP(C2C=CC=CC=2)C2C=CC=CC=2)=CC=1.CN([CH:64]=[O:65])C, predict the reaction product. The product is: [Cl:1][C:2]1[CH:22]=[CH:21][C:5]([CH2:6][NH:7][C:8]([C:10]2[C:11]([OH:20])=[C:12]3[CH:18]=[C:17]([C:30]([O:65][CH3:64])=[O:31])[S:16][C:13]3=[N:14][CH:15]=2)=[O:9])=[CH:4][CH:3]=1. (6) Given the reactants [CH2:1]([N:8]([CH2:13][C:14]([OH:16])=O)[CH2:9][C:10]([OH:12])=O)[C:2]1[CH:7]=[CH:6][CH:5]=[CH:4][CH:3]=1.C1N=CN(C(N2C=NC=C2)=O)C=1.[NH2:29][C:30]1[CH:31]=[C:32]2[C:36](=[CH:37][CH:38]=1)[NH:35][CH:34]=[CH:33]2, predict the reaction product. The product is: [CH2:1]([N:8]1[CH2:9][C:10](=[O:12])[N:29]([C:30]2[CH:31]=[C:32]3[C:36](=[CH:37][CH:38]=2)[NH:35][CH:34]=[CH:33]3)[C:14](=[O:16])[CH2:13]1)[C:2]1[CH:3]=[CH:4][CH:5]=[CH:6][CH:7]=1. (7) Given the reactants Cl[C:2]([C:6]1[CH:11]=[CH:10][N:9]=[CH:8][CH:7]=1)=[CH:3][C:4]#[N:5].[SH:12][CH2:13][C:14]([O:16][CH2:17][CH3:18])=[O:15].[O-]CC.[Na+].C(OCC)(=O)C, predict the reaction product. The product is: [CH2:17]([O:16][C:14]([C:13]1[S:12][C:2]([C:6]2[CH:11]=[CH:10][N:9]=[CH:8][CH:7]=2)=[CH:3][C:4]=1[NH2:5])=[O:15])[CH3:18].